This data is from Forward reaction prediction with 1.9M reactions from USPTO patents (1976-2016). The task is: Predict the product of the given reaction. (1) Given the reactants [Cl:1][C:2]1[CH:3]=[C:4]([NH:13][CH:14]2[CH2:19][CH2:18][O:17][CH2:16][CH2:15]2)[C:5]([CH3:12])=[C:6]([CH:11]=1)[C:7]([O:9][CH3:10])=[O:8].C(=O)([O-])[O-].[Cs+].[Cs+].[CH2:26](I)[CH3:27], predict the reaction product. The product is: [Cl:1][C:2]1[CH:3]=[C:4]([N:13]([CH2:26][CH3:27])[CH:14]2[CH2:19][CH2:18][O:17][CH2:16][CH2:15]2)[C:5]([CH3:12])=[C:6]([CH:11]=1)[C:7]([O:9][CH3:10])=[O:8]. (2) Given the reactants [Br:1][C:2]1[CH:9]=[CH:8][C:5]([C:6]#[N:7])=[CH:4][C:3]=1[CH2:10]Br.[NH:12]1[CH2:17][CH2:16][S:15][CH2:14][CH2:13]1.C(=O)([O-])[O-].[K+].[K+], predict the reaction product. The product is: [Br:1][C:2]1[CH:9]=[CH:8][C:5]([C:6]#[N:7])=[CH:4][C:3]=1[CH2:10][N:12]1[CH2:17][CH2:16][S:15][CH2:14][CH2:13]1. (3) Given the reactants O[CH2:2][C:3]([NH:23][C:24]([C:26]1[S:27][C:28]([Cl:31])=[CH:29][CH:30]=1)=[O:25])([CH3:22])[CH2:4][C:5](=[O:21])[NH:6][C:7]1[CH:12]=[CH:11][C:10]([N:13]2[CH2:18][CH2:17][O:16][CH2:15][C:14]2=[O:19])=[C:9]([CH3:20])[CH:8]=1.N(C(OC(C)C)=O)=NC(OC(C)C)=O.C1(P(C2C=CC=CC=2)C2C=CC=CC=2)C=CC=CC=1, predict the reaction product. The product is: [CH3:22][C:3]1([NH:23][C:24]([C:26]2[S:27][C:28]([Cl:31])=[CH:29][CH:30]=2)=[O:25])[CH2:4][C:5](=[O:21])[N:6]([C:7]2[CH:12]=[CH:11][C:10]([N:13]3[CH2:18][CH2:17][O:16][CH2:15][C:14]3=[O:19])=[C:9]([CH3:20])[CH:8]=2)[CH2:2]1. (4) The product is: [CH3-:1].[CH3:1][C:2]1[C:7]([CH3:8])=[CH:6][C:5]2[N:9]([C@H:12]3[O:16][C@H:15]([CH2:17][OH:18])[C@@H:14]([O:19][P:20]([O:23][CH:24]([CH2:26][NH:27][C:28]([CH2:30][CH2:31][C@@:32]4([CH3:89])[C:48]5=[N:49][C@@H:34]([C@:35]6([CH3:84])[N-:73][C:38](=[C:39]([CH3:72])[C:40]7[C@:61]([CH2:63][C:64]([NH2:66])=[O:65])([CH3:62])[C@H:60]([CH2:67][CH2:68][C:69]([NH2:71])=[O:70])[C:42](=[CH:43][C:44]8[C:52]([CH3:54])([CH3:53])[C@H:51]([CH2:55][CH2:56][C:57]([NH2:59])=[O:58])[C:46](=[C:47]5[CH3:50])[N:45]=8)[N:41]=7)[C@@H:37]([CH2:74][CH2:75][C:76]([NH2:78])=[O:77])[C@@:36]6([CH2:80][C:81]([NH2:83])=[O:82])[CH3:79])[C@@H:33]4[CH2:85][C:86]([NH2:88])=[O:87])=[O:29])[CH3:25])([O-:22])=[O:21])[C@H:13]3[OH:90])[CH:10]=[N:11][C:4]=2[CH:3]=1.[Co+3:93]. Given the reactants [CH3:1][C:2]1[C:7]([CH3:8])=[CH:6][C:5]2[N:9]([C@H:12]3[O:16][C@H:15]([CH2:17][OH:18])[C@@H:14]([O:19][P:20]([O:23][C@@H:24]([CH2:26][NH:27][C:28]([CH2:30][CH2:31][C@@:32]4([CH3:89])[C:48]5=[N:49][C@@H:34]([C@:35]6([CH3:84])[N-:73][C:38](=[C:39]([CH3:72])[C:40]7[C@:61]([CH2:63][C:64]([NH2:66])=[O:65])([CH3:62])[C@H:60]([CH2:67][CH2:68][C:69]([NH2:71])=[O:70])[C:42](=[CH:43][C:44]8[C:52]([CH3:54])([CH3:53])[C@H:51]([CH2:55][CH2:56][C:57]([NH2:59])=[O:58])[C:46](=[C:47]5[CH3:50])[N:45]=8)[N:41]=7)[C@@H:37]([CH2:74][CH2:75][C:76]([NH2:78])=[O:77])[C@@:36]6([CH2:80][C:81]([NH2:83])=[O:82])[CH3:79])[C@@H:33]4[CH2:85][C:86]([NH2:88])=[O:87])=[O:29])[CH3:25])([O-:22])=[O:21])[C@H:13]3[OH:90])[CH:10]=[N:11][C:4]=2[CH:3]=1.[C-]#N.[Co+3:93].[Cl-].C[S+](C)(C)=O.[BH4-].[Na+].[OH-].[Na+], predict the reaction product. (5) Given the reactants C1(P(C2C=CC=CC=2)C2C=CC=CC=2)C=CC=CC=1.[C:20]([Cl:24])(Cl)(Cl)Cl.[Cl:25][C:26]1[CH:35]=[C:34]2[C:29]([CH:30]=[C:31](CO)[C:32]([CH3:37])=[C:33]2[OH:36])=[CH:28][CH:27]=1, predict the reaction product. The product is: [Cl:25][C:26]1[CH:35]=[C:34]2[C:29]([CH:30]=[C:31]([CH2:20][Cl:24])[C:32]([CH3:37])=[C:33]2[OH:36])=[CH:28][CH:27]=1.